The task is: Predict which catalyst facilitates the given reaction.. This data is from Catalyst prediction with 721,799 reactions and 888 catalyst types from USPTO. (1) Reactant: [F:1][C:2]1[C:7]([F:8])=[C:6]([O:9]C)[C:5]([F:11])=[C:4]([F:12])[C:3]=1[C:13]1[C:14]([NH:16][C:17](=[O:19])[CH:18]=1)=[O:15].B(Br)(Br)Br. Product: [F:1][C:2]1[C:7]([F:8])=[C:6]([OH:9])[C:5]([F:11])=[C:4]([F:12])[C:3]=1[C:13]1[C:14]([NH:16][C:17](=[O:19])[CH:18]=1)=[O:15]. The catalyst class is: 2. (2) Reactant: [F:1][C:2]([F:18])([F:17])[O:3][C:4]1[CH:9]=[CH:8][C:7]([C:10]2[C:11]([NH2:16])=[N:12][CH:13]=[CH:14][CH:15]=2)=[CH:6][CH:5]=1.[H-].[Na+].Cl[CH2:22][CH2:23][S:24](Cl)(=[O:26])=[O:25].O. Product: [F:18][C:2]([F:1])([F:17])[O:3][C:4]1[CH:5]=[CH:6][C:7]([C:10]2[C:11]3=[N:16][S:24](=[O:26])(=[O:25])[CH2:23][CH2:22][N:12]3[CH:13]=[CH:14][CH:15]=2)=[CH:8][CH:9]=1. The catalyst class is: 134. (3) Reactant: F[C:2]1[CH:7]=[CH:6][C:5]([C:8]2[N:12]3[N:13]=[C:14]([NH:17][CH:18]4[CH2:23][CH2:22][CH:21]([OH:24])[CH2:20][CH2:19]4)[CH:15]=[CH:16][C:11]3=[N:10][CH:9]=2)=[CH:4][CH:3]=1.[NH:25]1[CH:29]=[N:28][CH:27]=[N:26]1.C(=O)([O-])[O-].[K+].[K+].CCOC(C)=O. Product: [N:25]1([C:2]2[CH:7]=[CH:6][C:5]([C:8]3[N:12]4[N:13]=[C:14]([NH:17][CH:18]5[CH2:23][CH2:22][CH:21]([OH:24])[CH2:20][CH2:19]5)[CH:15]=[CH:16][C:11]4=[N:10][CH:9]=3)=[CH:4][CH:3]=2)[CH:29]=[N:28][CH:27]=[N:26]1. The catalyst class is: 3. (4) Reactant: [F:1][C:2]1[CH:7]=[CH:6][C:5]([NH:8][C:9](=[O:16])[C:10]2[CH:15]=[CH:14][CH:13]=[CH:12][CH:11]=2)=[CH:4][C:3]=1[N+:17]([O-:19])=[O:18].I[CH3:21].[H-].[Na+].O. Product: [F:1][C:2]1[CH:7]=[CH:6][C:5]([N:8]([CH3:21])[C:9](=[O:16])[C:10]2[CH:15]=[CH:14][CH:13]=[CH:12][CH:11]=2)=[CH:4][C:3]=1[N+:17]([O-:19])=[O:18]. The catalyst class is: 3. (5) Reactant: [F:1][C:2]1[N:10]=[C:9]2[C:5]([N:6]=[CH:7][N:8]2[CH:11]2[CH2:16][CH2:15][CH2:14][CH2:13][O:12]2)=[C:4](Cl)[N:3]=1.[CH3:18][S:19][C:20]1[CH:26]=[CH:25][C:23]([NH2:24])=[CH:22][CH:21]=1.CCN(C(C)C)C(C)C. Product: [F:1][C:2]1[N:10]=[C:9]2[C:5]([N:6]=[CH:7][N:8]2[CH:11]2[CH2:16][CH2:15][CH2:14][CH2:13][O:12]2)=[C:4]([NH:24][C:23]2[CH:25]=[CH:26][C:20]([S:19][CH3:18])=[CH:21][CH:22]=2)[N:3]=1. The catalyst class is: 8. (6) Reactant: O/[CH:2]=[C:3]1\[C:4](=[O:13])[NH:5][C:6]2[C:11]\1=[CH:10][C:9]([Cl:12])=[CH:8][CH:7]=2.O/C=C1\C(=O)NC2C\1=CC=CC=2.[NH2:26][C:27]1[CH:31]=[CH:30][NH:29][N:28]=1. Product: [Cl:12][C:9]1[CH:10]=[C:11]2[C:6](=[CH:7][CH:8]=1)[NH:5][C:4](=[O:13])[C:3]2=[CH:2][NH:26][C:27]1[CH:31]=[CH:30][NH:29][N:28]=1. The catalyst class is: 7.